Predict the reaction yield, written as a fraction of the theoretical maximum amount of product (1.0 means a 100% yield; for example, 0.34 means a 34% yield). From a dataset of Reaction yield outcomes from USPTO patents with 853,638 reactions. (1) The yield is 0.960. The reactants are [Br:1][C:2]1[CH:3]=[C:4]2[C:8](=[CH:9][CH:10]=1)[NH:7][CH:6]=[CH:5]2.[CH:11]([Si:14](Cl)([CH:18]([CH3:20])[CH3:19])[CH:15]([CH3:17])[CH3:16])([CH3:13])[CH3:12]. The product is [Br:1][C:2]1[CH:3]=[C:4]2[C:8](=[CH:9][CH:10]=1)[N:7]([Si:14]([CH:18]([CH3:20])[CH3:19])([CH:15]([CH3:17])[CH3:16])[CH:11]([CH3:13])[CH3:12])[CH:6]=[CH:5]2. The catalyst is O1CCCC1. (2) The reactants are [CH3:1][C:2]1[C:3]([C:11]2[S:15][C:14]([C:16]([OH:18])=O)=[CH:13][CH:12]=2)=[N:4][O:5][C:6]=1[C:7]([F:10])([F:9])[F:8].[OH:19][C:20]1([C:26]([F:29])([F:28])[F:27])[CH2:25][CH2:24][NH:23][CH2:22][CH2:21]1.C1COCC1.N1CCCCC1. The catalyst is C(N(CC)CC)C. The product is [OH:19][C:20]1([C:26]([F:29])([F:27])[F:28])[CH2:25][CH2:24][N:23]([C:16]([C:14]2[S:15][C:11]([C:3]3[C:2]([CH3:1])=[C:6]([C:7]([F:8])([F:9])[F:10])[O:5][N:4]=3)=[CH:12][CH:13]=2)=[O:18])[CH2:22][CH2:21]1. The yield is 0.490. (3) The catalyst is C(Cl)Cl. The product is [F:35][C:34]([F:37])([F:36])[C:32]([OH:38])=[O:33].[CH:1]1([CH:6]([N:10]2[CH:14]=[C:13]([C:15]3[C:16]4[CH:23]=[CH:22][NH:21][C:17]=4[N:18]=[CH:19][N:20]=3)[CH:12]=[N:11]2)[CH2:7][C:8]#[CH:9])[CH2:5][CH2:4][CH2:3][CH2:2]1. The yield is 0.600. The reactants are [CH:1]1([CH:6]([N:10]2[CH:14]=[C:13]([C:15]3[C:16]4[CH:23]=[CH:22][N:21](COCC[Si](C)(C)C)[C:17]=4[N:18]=[CH:19][N:20]=3)[CH:12]=[N:11]2)[CH2:7][C:8]#[CH:9])[CH2:5][CH2:4][CH2:3][CH2:2]1.[C:32]([OH:38])([C:34]([F:37])([F:36])[F:35])=[O:33].